From a dataset of Reaction yield outcomes from USPTO patents with 853,638 reactions. Predict the reaction yield, written as a fraction of the theoretical maximum amount of product (1.0 means a 100% yield; for example, 0.34 means a 34% yield). (1) No catalyst specified. The product is [Cl:8][CH2:9][CH:10]1[O:7][CH2:6][C@@H:4]2[CH2:5][S:1][CH2:2][N:3]2[CH2:12]1. The yield is 0.0240. The reactants are [S:1]1[CH2:5][C@@H:4]([CH2:6][OH:7])[NH:3][CH2:2]1.[Cl:8][CH2:9][CH:10]1[CH2:12]O1. (2) The reactants are Cl[C:2]1[N:7]=[C:6]([CH3:8])[N:5]=[C:4]([N:9]2[CH2:14][CH2:13][CH:12]([C:15]([NH:17][CH2:18][C:19]3[CH:24]=[CH:23][C:22]([Cl:25])=[CH:21][C:20]=3[Cl:26])=[O:16])[CH2:11][CH2:10]2)[CH:3]=1.[CH3:27][NH2:28].C(O)C. No catalyst specified. The product is [Cl:26][C:20]1[CH:21]=[C:22]([Cl:25])[CH:23]=[CH:24][C:19]=1[CH2:18][NH:17][C:15]([CH:12]1[CH2:13][CH2:14][N:9]([C:4]2[CH:3]=[C:2]([NH:28][CH3:27])[N:7]=[C:6]([CH3:8])[N:5]=2)[CH2:10][CH2:11]1)=[O:16]. The yield is 0.460. (3) The reactants are Br[C:2]1[N:7]=[N:6][C:5]([NH2:8])=[N:4][C:3]=1[C:9]1[CH:14]=[CH:13][CH:12]=[CH:11][CH:10]=1.[CH3:15][O:16][C:17]1[CH:22]=[CH:21][C:20](B2OC(C)(C)C(C)(C)O2)=[CH:19][C:18]=1[NH:32][C:33](=[O:35])[CH3:34]. No catalyst specified. The product is [NH2:8][C:5]1[N:6]=[N:7][C:2]([C:20]2[CH:21]=[CH:22][C:17]([O:16][CH3:15])=[C:18]([NH:32][C:33](=[O:35])[CH3:34])[CH:19]=2)=[C:3]([C:9]2[CH:14]=[CH:13][CH:12]=[CH:11][CH:10]=2)[N:4]=1. The yield is 0.250. (4) The reactants are [O:1]1[C:6]2[CH:7]=[CH:8][C:9]([CH2:11]O)=[CH:10][C:5]=2[O:4][CH2:3][CH2:2]1.O=S(Cl)[Cl:15]. No catalyst specified. The product is [Cl:15][CH2:11][C:9]1[CH:8]=[CH:7][C:6]2[O:1][CH2:2][CH2:3][O:4][C:5]=2[CH:10]=1. The yield is 0.880. (5) The reactants are [F:1][C:2]1[C:7]2[CH2:8][CH:9]([CH2:11][N:12]=[N+]=[N-])[O:10][C:6]=2[C:5]([C:15]2[CH:20]=[CH:19][CH:18]=[CH:17][C:16]=2[CH3:21])=[CH:4][C:3]=1[F:22]. The catalyst is [Pt]. The product is [F:1][C:2]1[C:7]2[CH2:8][CH:9]([CH2:11][NH2:12])[O:10][C:6]=2[C:5]([C:15]2[CH:20]=[CH:19][CH:18]=[CH:17][C:16]=2[CH3:21])=[CH:4][C:3]=1[F:22]. The yield is 0.670. (6) The reactants are [CH2:1]([N:8]1[CH2:15][C@:14]2([O:16][CH3:17])[C@@H:10]([CH2:11][NH:12][CH2:13]2)[CH2:9]1)[C:2]1[CH:7]=[CH:6][CH:5]=[CH:4][CH:3]=1.[C:18](O[C:18]([O:20][C:21]([CH3:24])([CH3:23])[CH3:22])=[O:19])([O:20][C:21]([CH3:24])([CH3:23])[CH3:22])=[O:19].C(N(CC)CC)C. The catalyst is C(#N)C.CN(C1C=CN=CC=1)C. The product is [CH2:1]([N:8]1[CH2:15][C@:14]2([O:16][CH3:17])[CH2:13][N:12]([C:18]([O:20][C:21]([CH3:24])([CH3:23])[CH3:22])=[O:19])[CH2:11][C@@H:10]2[CH2:9]1)[C:2]1[CH:3]=[CH:4][CH:5]=[CH:6][CH:7]=1. The yield is 0.160.